This data is from M1 muscarinic receptor antagonist screen with 61,756 compounds. The task is: Binary Classification. Given a drug SMILES string, predict its activity (active/inactive) in a high-throughput screening assay against a specified biological target. (1) The compound is O=C(NC1CCCC1)c1c(n(C2CCCC2)c2nc3n(c(=O)c2c1)cccc3C)=N. The result is 1 (active). (2) The drug is S(CC(=O)N1CCC(CC1)C)c1nc(N)cc(n1)N. The result is 0 (inactive). (3) The molecule is O=C(NC1CCCC1)C(N(CCC(C)C)C(=O)CCC(=O)Nc1noc(c1)C)c1cccnc1. The result is 0 (inactive). (4) The compound is O1CCN(CCNC(=O)Cn2nc3CCC(Cc3c2)C)CC1. The result is 0 (inactive). (5) The drug is O(c1cc2c([nH]c(c2NC(=O)c2nonc2C)C(OCC)=O)cc1OC)C. The result is 0 (inactive). (6) The molecule is S(=O)(=O)(N1CCOCC1)c1ccc(NC(=O)C2CN(C(=O)C2)c2ccc(cc2)C)cc1. The result is 0 (inactive). (7) The compound is O(Cc1c(oc(c1)C(O)=O)C)c1cc2oc(=O)cc(c2cc1)C. The result is 0 (inactive). (8) The molecule is O=C(N1CCCCC1)Cn1c2c(c(=O)cc1C)cccc2C. The result is 0 (inactive). (9) The compound is S(c1n(c(nn1)c1ccncc1)CC=C)CC(=O)Nc1c(cccc1C)C. The result is 0 (inactive). (10) The drug is S1(=O)(=O)N(C(=O)c2sc3c(CCC3)c2)C(=O)c2c1cccc2. The result is 0 (inactive).